The task is: Predict the reaction yield, written as a fraction of the theoretical maximum amount of product (1.0 means a 100% yield; for example, 0.34 means a 34% yield).. This data is from Reaction yield outcomes from USPTO patents with 853,638 reactions. (1) The reactants are [Cl:1][C:2]1[CH:3]=[C:4]([CH:7]=[C:8]([Cl:31])[C:9]=1[NH:10][C:11]1[S:12][C:13]2[N:14]=[CH:15][N:16]=[C:17]([NH:20][C:21]3[CH:26]=[CH:25][C:24]([C:27]([F:30])([F:29])[F:28])=[CH:23][CH:22]=3)[C:18]=2[N:19]=1)[C:5]#[N:6].[H-].[H-].[H-].[H-].[Li+].[Al+3]. The catalyst is C1COCC1.C(C(C(C([O-])=O)O)O)([O-])=O.[K+].[Na+]. The product is [NH2:6][CH2:5][C:4]1[CH:3]=[C:2]([Cl:1])[C:9]([NH:10][C:11]2[S:12][C:13]3[N:14]=[CH:15][N:16]=[C:17]([NH:20][C:21]4[CH:22]=[CH:23][C:24]([C:27]([F:29])([F:28])[F:30])=[CH:25][CH:26]=4)[C:18]=3[N:19]=2)=[C:8]([Cl:31])[CH:7]=1. The yield is 0.750. (2) The reactants are C1C=CC(C2C=CC=CC=2)=CC=1.C1C=CC(OC2C=CC=CC=2)=CC=1.C(O[C:31](=[O:51])[CH:32]=[C:33]([NH:41][C:42]1[CH:47]=[CH:46][C:45]([N+:48]([O-:50])=[O:49])=[CH:44][CH:43]=1)[C:34]1[CH:39]=[CH:38][CH:37]=[C:36]([F:40])[CH:35]=1)CCC. No catalyst specified. The product is [F:40][C:36]1[CH:35]=[C:34]([C:33]2[CH:32]=[C:31]([OH:51])[C:43]3[C:42](=[CH:47][CH:46]=[C:45]([N+:48]([O-:50])=[O:49])[CH:44]=3)[N:41]=2)[CH:39]=[CH:38][CH:37]=1. The yield is 0.960.